Dataset: Full USPTO retrosynthesis dataset with 1.9M reactions from patents (1976-2016). Task: Predict the reactants needed to synthesize the given product. Given the product [CH2:1]([N:8]([CH2:19][C:20]1[CH:25]=[CH:24][C:23]([O:26][C:33]2[CH:34]=[CH:35][C:30]([C:29]([O:28][CH3:27])=[O:37])=[CH:31][CH:32]=2)=[CH:22][CH:21]=1)[C:9]1[CH:14]=[CH:13][CH:12]=[C:11]([N+:15]([O-:17])=[O:16])[C:10]=1[CH3:18])[C:2]1[CH:7]=[CH:6][CH:5]=[CH:4][CH:3]=1, predict the reactants needed to synthesize it. The reactants are: [CH2:1]([N:8]([CH2:19][C:20]1[CH:25]=[CH:24][C:23]([OH:26])=[CH:22][CH:21]=1)[C:9]1[CH:14]=[CH:13][CH:12]=[C:11]([N+:15]([O-:17])=[O:16])[C:10]=1[CH3:18])[C:2]1[CH:7]=[CH:6][CH:5]=[CH:4][CH:3]=1.[CH3:27][O:28][C:29](=[O:37])[C:30]1[CH:35]=[CH:34][C:33](Br)=[CH:32][CH:31]=1.[O-]P([O-])([O-])=O.[K+].[K+].[K+].C(P(C(C)(C)C)C1C=CC=CC=1C1C=CC=CC=1)(C)(C)C.